From a dataset of NCI-60 drug combinations with 297,098 pairs across 59 cell lines. Regression. Given two drug SMILES strings and cell line genomic features, predict the synergy score measuring deviation from expected non-interaction effect. (1) Drug 1: C1=CC(=C2C(=C1NCCNCCO)C(=O)C3=C(C=CC(=C3C2=O)O)O)NCCNCCO. Drug 2: CC(C)NC(=O)C1=CC=C(C=C1)CNNC.Cl. Cell line: M14. Synergy scores: CSS=25.1, Synergy_ZIP=6.23, Synergy_Bliss=7.70, Synergy_Loewe=-36.2, Synergy_HSA=4.04. (2) Drug 1: C1CC(=O)NC(=O)C1N2CC3=C(C2=O)C=CC=C3N. Drug 2: C1CCC(C(C1)N)N.C(=O)(C(=O)[O-])[O-].[Pt+4]. Cell line: UACC62. Synergy scores: CSS=4.43, Synergy_ZIP=-3.77, Synergy_Bliss=-6.34, Synergy_Loewe=-16.6, Synergy_HSA=-4.98. (3) Drug 1: C1=CC(=CC=C1CCC2=CNC3=C2C(=O)NC(=N3)N)C(=O)NC(CCC(=O)O)C(=O)O. Drug 2: C1CC(C1)(C(=O)O)C(=O)O.[NH2-].[NH2-].[Pt+2]. Cell line: NCI/ADR-RES. Synergy scores: CSS=22.0, Synergy_ZIP=-9.99, Synergy_Bliss=-2.39, Synergy_Loewe=0.446, Synergy_HSA=1.17. (4) Drug 1: CCC(=C(C1=CC=CC=C1)C2=CC=C(C=C2)OCCN(C)C)C3=CC=CC=C3.C(C(=O)O)C(CC(=O)O)(C(=O)O)O. Drug 2: CS(=O)(=O)OCCCCOS(=O)(=O)C. Cell line: SF-295. Synergy scores: CSS=3.10, Synergy_ZIP=4.94, Synergy_Bliss=-1.02, Synergy_Loewe=1.74, Synergy_HSA=-1.95.